From a dataset of Full USPTO retrosynthesis dataset with 1.9M reactions from patents (1976-2016). Predict the reactants needed to synthesize the given product. (1) Given the product [NH2:1][C:2]1[N:3]=[CH:4][C:5]([C:8]2[C:9]([F:19])=[C:10]([C:11]([CH:14]3[CH2:15][CH2:16][CH2:17]3)=[CH:12][CH:13]=2)[O:18][C:21]2[CH:26]=[C:25]([O:27][CH3:28])[N:24]=[C:23]([NH2:29])[N:22]=2)=[N:6][CH:7]=1, predict the reactants needed to synthesize it. The reactants are: [NH2:1][C:2]1[N:3]=[CH:4][C:5]([C:8]2[C:9]([F:19])=[C:10]([OH:18])[C:11]([CH:14]3[CH2:17][CH2:16][CH2:15]3)=[CH:12][CH:13]=2)=[N:6][CH:7]=1.Cl[C:21]1[CH:26]=[C:25]([O:27][CH3:28])[N:24]=[C:23]([NH2:29])[N:22]=1. (2) Given the product [CH3:1][O:2][C:3]1[CH:4]=[C:5]2[C:10](=[CH:11][C:12]=1[O:13][CH3:14])[N:9]=[CH:8][CH:7]=[C:6]2[O:15][C:16]1[CH:22]=[CH:21][C:19]([NH:20][C:31]([NH:52][C@@H:50]([C:47]2[CH:48]=[CH:49][C:44]([O:43][CH3:42])=[CH:45][CH:46]=2)[CH3:51])=[O:33])=[CH:18][CH:17]=1, predict the reactants needed to synthesize it. The reactants are: [CH3:1][O:2][C:3]1[CH:4]=[C:5]2[C:10](=[CH:11][C:12]=1[O:13][CH3:14])[N:9]=[CH:8][CH:7]=[C:6]2[O:15][C:16]1[CH:22]=[CH:21][C:19]([NH2:20])=[CH:18][CH:17]=1.C(N(CC)CC)C.Cl[C:31](Cl)([O:33]C(=O)OC(Cl)(Cl)Cl)Cl.[CH3:42][O:43][C:44]1[CH:49]=[CH:48][C:47]([C@H:50]([NH2:52])[CH3:51])=[CH:46][CH:45]=1. (3) Given the product [CH2:18]([O:1][C:2]1[CH:3]=[C:4]([CH2:8][C:9]([O:11][CH2:8][C:4]2[CH:5]=[CH:6][CH:7]=[CH:2][CH:3]=2)=[O:10])[CH:5]=[CH:6][CH:7]=1)[C:19]1[CH:24]=[CH:23][CH:22]=[CH:21][CH:20]=1, predict the reactants needed to synthesize it. The reactants are: [OH:1][C:2]1[CH:3]=[C:4]([CH2:8][C:9]([OH:11])=[O:10])[CH:5]=[CH:6][CH:7]=1.C([O-])([O-])=O.[K+].[K+].[CH2:18](Br)[C:19]1[CH:24]=[CH:23][CH:22]=[CH:21][CH:20]=1. (4) The reactants are: [CH2:1]([O:3][C:4](=[O:39])[CH:5]=[CH:6][C:7]1[CH:11]=[CH:10][O:9][C:8]=1[C:12](=[O:38])[CH2:13][CH:14]1[CH2:19][CH2:18][C:17]([S:28]([C:31]2[CH:36]=[CH:35][C:34]([Cl:37])=[CH:33][CH:32]=2)(=[O:30])=[O:29])([C:20]2[CH:25]=[C:24]([F:26])[CH:23]=[CH:22][C:21]=2[F:27])[CH2:16][CH2:15]1)[CH3:2]. Given the product [CH2:1]([O:3][C:4](=[O:39])[CH2:5][CH2:6][C:7]1[CH:11]=[CH:10][O:9][C:8]=1[C:12](=[O:38])[CH2:13][CH:14]1[CH2:19][CH2:18][C:17]([S:28]([C:31]2[CH:36]=[CH:35][C:34]([Cl:37])=[CH:33][CH:32]=2)(=[O:29])=[O:30])([C:20]2[CH:25]=[C:24]([F:26])[CH:23]=[CH:22][C:21]=2[F:27])[CH2:16][CH2:15]1)[CH3:2], predict the reactants needed to synthesize it. (5) Given the product [CH:1]1([O:4][C:5]2[CH:6]=[C:7]([C:11]3[N:16]=[CH:15][C:14]([NH:17][C:18]4[CH:30]=[CH:29][C:28]([CH3:31])=[CH:27][C:19]=4[C:20]([OH:22])=[O:21])=[CH:13][C:12]=3[CH3:32])[CH:8]=[CH:9][CH:10]=2)[CH2:3][CH2:2]1, predict the reactants needed to synthesize it. The reactants are: [CH:1]1([O:4][C:5]2[CH:6]=[C:7]([C:11]3[N:16]=[CH:15][C:14]([NH:17][C:18]4[CH:30]=[CH:29][C:28]([CH3:31])=[CH:27][C:19]=4[C:20]([O:22]C(C)(C)C)=[O:21])=[CH:13][C:12]=3[CH3:32])[CH:8]=[CH:9][CH:10]=2)[CH2:3][CH2:2]1. (6) Given the product [N:25]1[N:26]=[CH:27][N:1]([CH:2]2[CH2:7][CH2:6][CH2:5][CH:4]([NH:8][C:9]3[CH:16]=[CH:15][C:12]([C:13]#[N:14])=[C:11]([C:17]([F:18])([F:19])[F:20])[CH:10]=3)[CH2:3]2)[CH:24]=1, predict the reactants needed to synthesize it. The reactants are: [NH2:1][CH:2]1[CH2:7][CH2:6][CH2:5][CH:4]([NH:8][C:9]2[CH:16]=[CH:15][C:12]([C:13]#[N:14])=[C:11]([C:17]([F:20])([F:19])[F:18])[CH:10]=2)[CH2:3]1.CN([CH:24]=[N:25][N:26]=[CH:27]N(C)C)C.CC1C=CC(S([O-])(=O)=O)=CC=1.C1C=C[NH+]=CC=1. (7) Given the product [Cl:1][C:2]1[CH:10]=[C:9]2[C:5]([CH:6]([C:12]3[CH:13]=[N:14][CH:15]=[CH:16][CH:17]=3)[C:7](=[O:11])[NH:8]2)=[CH:4][CH:3]=1, predict the reactants needed to synthesize it. The reactants are: [Cl:1][C:2]1[CH:10]=[C:9]2[C:5]([C:6](O)([C:12]3[CH:13]=[N:14][CH:15]=[CH:16][CH:17]=3)[C:7](=[O:11])[NH:8]2)=[CH:4][CH:3]=1.C([SiH](CC)CC)C.FC(F)(F)C(O)=O.C(=O)([O-])[O-].[Na+].[Na+]. (8) Given the product [CH2:38]([O:37][C:35](=[O:36])[NH:9][CH2:8][CH:10]1[CH2:14][C:13]2[CH:15]=[CH:16][CH:17]=[C:18]([C:19]3[CH:24]=[CH:23][CH:22]=[CH:21][CH:20]=3)[C:12]=2[O:11]1)[C:39]1[CH:44]=[CH:43][CH:42]=[CH:41][CH:40]=1, predict the reactants needed to synthesize it. The reactants are: C([CH:8]([CH:10]1[CH2:14][C:13]2[CH:15]=[CH:16][CH:17]=[C:18]([C:19]3[CH:24]=[CH:23][CH:22]=[CH:21][CH:20]=3)[C:12]=2[O:11]1)[NH2:9])C1C=CC=CC=1.C(N(C(C)C)CC)(C)C.Cl[C:35]([O:37][CH2:38][C:39]1[CH:44]=[CH:43][CH:42]=[CH:41][CH:40]=1)=[O:36]. (9) Given the product [Br:4][C:5]1[CH:10]=[CH:9][CH:8]=[C:7]([S:11][CH2:2][CH3:3])[CH:6]=1, predict the reactants needed to synthesize it. The reactants are: I[CH2:2][CH3:3].[Br:4][C:5]1[CH:6]=[C:7]([SH:11])[CH:8]=[CH:9][CH:10]=1.C(#N)C.C(=O)([O-])[O-].[K+].[K+].